This data is from Blood-brain barrier permeability classification from the B3DB database. The task is: Regression/Classification. Given a drug SMILES string, predict its absorption, distribution, metabolism, or excretion properties. Task type varies by dataset: regression for continuous measurements (e.g., permeability, clearance, half-life) or binary classification for categorical outcomes (e.g., BBB penetration, CYP inhibition). Dataset: b3db_classification. The drug is Nc1ccc(S(N)(=O)=O)cc1. The result is 0 (does not penetrate BBB).